From a dataset of Full USPTO retrosynthesis dataset with 1.9M reactions from patents (1976-2016). Predict the reactants needed to synthesize the given product. (1) Given the product [F:13][C:2]1([F:1])[O:6][C:5]2[CH:7]=[C:8]([F:12])[C:9]([I:19])=[C:10]([F:11])[C:4]=2[O:3]1, predict the reactants needed to synthesize it. The reactants are: [F:1][C:2]1([F:13])[O:6][C:5]2[CH:7]=[C:8]([F:12])[CH:9]=[C:10]([F:11])[C:4]=2[O:3]1.[Li]C(CC)C.[I:19]I.[NH4+].[Cl-]. (2) Given the product [CH3:17][C:18]1[CH:22]=[C:21]([NH:23][C:12](=[O:13])[C:11]2[CH:15]=[CH:16][C:8]([O:1][C:2]3[CH:7]=[CH:6][CH:5]=[CH:4][CH:3]=3)=[CH:9][CH:10]=2)[O:20][N:19]=1, predict the reactants needed to synthesize it. The reactants are: [O:1]([C:8]1[CH:16]=[CH:15][C:11]([C:12](Cl)=[O:13])=[CH:10][CH:9]=1)[C:2]1[CH:7]=[CH:6][CH:5]=[CH:4][CH:3]=1.[CH3:17][C:18]1[CH:22]=[C:21]([NH2:23])[O:20][N:19]=1. (3) Given the product [C:15]([N:11]1[C:10](=[O:13])[NH:9][C:8](=[O:14])[C:7]([C:1]2[CH:2]=[CH:3][CH:4]=[CH:5][CH:6]=2)=[N:12]1)(=[O:17])[CH3:16], predict the reactants needed to synthesize it. The reactants are: [C:1]1([C:7]2[C:8](=[O:14])[NH:9][C:10](=[O:13])[NH:11][N:12]=2)[CH:6]=[CH:5][CH:4]=[CH:3][CH:2]=1.[C:15](OC(=O)C)(=[O:17])[CH3:16]. (4) Given the product [Cl:1][C:2]1[CH:7]=[CH:6][CH:5]=[CH:4][C:3]=1[C:8]1[C:9]([C:16]2[CH:21]=[CH:20][C:19]([Cl:22])=[CH:18][CH:17]=2)=[CH:10][C:11]2[N:12]([C:36](=[O:39])[NH:15][N:14]=2)[CH:13]=1, predict the reactants needed to synthesize it. The reactants are: [Cl:1][C:2]1[CH:7]=[CH:6][CH:5]=[CH:4][C:3]=1[C:8]1[C:9]([C:16]2[CH:21]=[CH:20][C:19]([Cl:22])=[CH:18][CH:17]=2)=[CH:10][C:11]([NH:14][NH2:15])=[N:12][CH:13]=1.ClC1C=CC=CC=1C1C(C2C=CC(Cl)=CC=2)=CC2N([C:36](=[O:39])NN=2)N=1. (5) The reactants are: [C:1]1(=[CH:4][C:5]([O:7][Si:8]([CH3:11])([CH3:10])[CH3:9])=[CH2:6])[CH2:3][CH2:2]1.[N+:12]([C:15]1[CH:22]=[N:21][CH:20]=[CH:19][C:16]=1[CH:17]=[O:18])([O-:14])=[O:13].C[C:24](C)(C)/[C:25](/[OH:39])=[CH:26]/[C:27]([C:29]([C:32](C(F)(F)F)(F)F)(F)F)=O.C[C:24](C)(C)/[C:25](/[OH:39])=[CH:26]/[C:27]([C:29]([C:32](C(F)(F)F)(F)F)(F)F)=O.C[C:24](C)(C)/[C:25](/[OH:39])=[CH:26]/[C:27]([C:29]([C:32](C(F)(F)F)(F)F)(F)F)=O.[Eu]. Given the product [N+:12]([C:15]1[CH:22]=[N:21][CH:20]=[CH:19][C:16]=1[CH:17]1[CH2:6][C:5]([O:7][Si:8]([CH3:9])([CH3:11])[CH3:10])=[CH:4][C:1]2([CH2:2][CH2:3]2)[O:18]1)([O-:14])=[O:13].[N+:12]([C:15]1[CH:22]=[N:21][CH:20]=[CH:19][C:16]=1[CH:17]1[CH2:24][C:25](=[O:39])[CH2:26][C:27]2([CH2:29][CH2:32]2)[O:18]1)([O-:14])=[O:13], predict the reactants needed to synthesize it.